The task is: Predict the reactants needed to synthesize the given product.. This data is from Full USPTO retrosynthesis dataset with 1.9M reactions from patents (1976-2016). (1) The reactants are: [F:1][C:2]1[CH:7]=[CH:6][C:5]([F:8])=[CH:4][C:3]=1[CH:9]([S:20]([C:23]1[CH:28]=[CH:27][C:26]([F:29])=[CH:25][CH:24]=1)(=[O:22])=[O:21])[C:10]1[C:11]([CH3:19])=[CH:12][C:13]([C:16](O)=[O:17])=[N:14][CH:15]=1.[NH2:30][CH:31]([CH2:34][OH:35])[CH2:32][OH:33].ON1C2C=CC=CC=2N=N1.Cl.C(N=C=NCCCN(C)C)C.CN1CCOCC1. Given the product [F:1][C:2]1[CH:7]=[CH:6][C:5]([F:8])=[CH:4][C:3]=1[CH:9]([S:20]([C:23]1[CH:28]=[CH:27][C:26]([F:29])=[CH:25][CH:24]=1)(=[O:21])=[O:22])[C:10]1[C:11]([CH3:19])=[CH:12][C:13]([C:16]([NH:30][CH:31]([CH2:34][OH:35])[CH2:32][OH:33])=[O:17])=[N:14][CH:15]=1, predict the reactants needed to synthesize it. (2) Given the product [F:42][C:39]([F:40])([F:41])[CH2:38][NH:37][C:36](=[O:43])[O:35][CH2:34][C@@H:31]1[CH2:32][O:33][C@H:28]([CH2:27][CH2:26][C:25]2[C:24]([NH:23][C:10](=[O:11])[CH2:9][C@@H:8]([C:5]3[CH:4]=[CH:3][C:2]([F:1])=[CH:7][CH:6]=3)[C:13]3[CH:14]=[N:15][CH:16]=[C:17]([C:19]([F:22])([F:20])[F:21])[CH:18]=3)=[CH:54][CH:53]=[CH:52][C:51]=2[F:55])[CH2:29][NH:30]1, predict the reactants needed to synthesize it. The reactants are: [F:1][C:2]1[CH:7]=[CH:6][C:5]([C@@H:8]([C:13]2[CH:14]=[N:15][CH:16]=[C:17]([C:19]([F:22])([F:21])[F:20])[CH:18]=2)[CH2:9][C:10](O)=[O:11])=[CH:4][CH:3]=1.[NH2:23][C:24]1[CH:54]=[CH:53][CH:52]=[C:51]([F:55])[C:25]=1[CH2:26][CH2:27][C@H:28]1[O:33][CH2:32][C@@H:31]([CH2:34][O:35][C:36](=[O:43])[NH:37][CH2:38][C:39]([F:42])([F:41])[F:40])[N:30](C(OC(C)(C)C)=O)[CH2:29]1. (3) Given the product [O:2]1[CH2:16][CH2:17][CH2:18][O:19][CH:1]1[C:3]1[C:12]([CH3:13])=[CH:11][C:6]([C:7]([O:9][CH3:10])=[O:8])=[C:5]([CH3:14])[C:4]=1[CH3:15], predict the reactants needed to synthesize it. The reactants are: [CH:1]([C:3]1[C:12]([CH3:13])=[CH:11][C:6]([C:7]([O:9][CH3:10])=[O:8])=[C:5]([CH3:14])[C:4]=1[CH3:15])=[O:2].[CH2:16](O)[CH2:17][CH2:18][OH:19].O.C1(C)C=CC(S(O)(=O)=O)=CC=1.C(=O)(O)[O-].[Na+]. (4) Given the product [CH3:18][O:19][C:20]([C:22]1[N:23]([S:17][C:13]2[CH:12]=[CH:11][CH:16]=[CH:15][CH:14]=2)[C:24]2[C:29]([C:30]=1[O:7][CH3:6])=[CH:28][CH:27]=[CH:26][CH:25]=2)=[O:21], predict the reactants needed to synthesize it. The reactants are: ClN1[C:6](=[O:7])CCC1=O.CO[C:11]1[CH:12]=[C:13]([SH:17])[CH:14]=[CH:15][CH:16]=1.[CH3:18][O:19][C:20]([C:22]1[NH:23][C:24]2[C:29]([CH:30]=1)=[CH:28][CH:27]=[CH:26][CH:25]=2)=[O:21]. (5) Given the product [CH3:1][S:2]([O:6][CH:7]1[CH2:8][CH2:9][C:10]2([CH2:15][CH2:14][N:13]([C:16]([O:18][C:19]([CH3:20])([CH3:21])[CH3:22])=[O:17])[CH2:12][CH2:11]2)[CH2:23][CH2:24]1)(=[O:4])=[O:3], predict the reactants needed to synthesize it. The reactants are: [CH3:1][S:2](Cl)(=[O:4])=[O:3].[OH:6][CH:7]1[CH2:24][CH2:23][C:10]2([CH2:15][CH2:14][N:13]([C:16]([O:18][C:19]([CH3:22])([CH3:21])[CH3:20])=[O:17])[CH2:12][CH2:11]2)[CH2:9][CH2:8]1.CCN(CC)CC. (6) Given the product [C:4]([O:8][C:9]([N:11]([CH2:34][C:35]([O:37][C:38]([CH3:40])([CH3:39])[CH3:41])=[O:36])[C:12]1[CH:17]=[CH:16][CH:15]=[C:14]([CH:18]([S:47]([C:43]2[O:42][CH:46]=[CH:45][CH:44]=2)(=[O:49])=[O:48])[NH:19][CH2:20][C:21]2[CH:26]=[CH:25][C:24]([C:27]([CH3:33])([CH3:32])[CH2:28][CH2:29][CH2:30][CH3:31])=[CH:23][CH:22]=2)[N:13]=1)=[O:10])([CH3:7])([CH3:5])[CH3:6], predict the reactants needed to synthesize it. The reactants are: C(Cl)Cl.[C:4]([O:8][C:9]([N:11]([CH2:34][C:35]([O:37][C:38]([CH3:41])([CH3:40])[CH3:39])=[O:36])[C:12]1[CH:17]=[CH:16][CH:15]=[C:14]([CH2:18][NH:19][CH2:20][C:21]2[CH:26]=[CH:25][C:24]([C:27]([CH3:33])([CH3:32])[CH2:28][CH2:29][CH2:30][CH3:31])=[CH:23][CH:22]=2)[N:13]=1)=[O:10])([CH3:7])([CH3:6])[CH3:5].[O:42]1[CH:46]=[CH:45][CH:44]=[C:43]1[S:47](Cl)(=[O:49])=[O:48].C(N(CC)CC)C. (7) Given the product [Br:1][C:2]1[CH:7]=[C:6]([CH:8]([CH3:10])[CH3:9])[C:5]([O:11][CH2:27][O:28][CH3:29])=[CH:4][C:3]=1[O:12][CH2:18][O:16][CH3:15], predict the reactants needed to synthesize it. The reactants are: [Br:1][C:2]1[CH:7]=[C:6]([CH:8]([CH3:10])[CH3:9])[C:5]([OH:11])=[CH:4][C:3]=1[OH:12].CN(C)[CH:15]=[O:16].[CH2:18](N(C(C)C)C(C)C)C.[CH3:27][O:28][CH2:29]Cl. (8) Given the product [CH2:11]([N:9]1[CH:10]=[C:6]([C:4]([OH:5])=[O:3])[N:7]=[C:8]1[CH2:14][C:15]1[CH:16]=[CH:17][C:18]([C:21]2[CH:26]=[CH:25][CH:24]=[CH:23][C:22]=2[C:27]2[N:31]([C:32]([C:33]3[CH:38]=[CH:37][CH:36]=[CH:35][CH:34]=3)([C:45]3[CH:46]=[CH:47][CH:48]=[CH:49][CH:50]=3)[C:39]3[CH:40]=[CH:41][CH:42]=[CH:43][CH:44]=3)[N:30]=[N:29][N:28]=2)=[CH:19][CH:20]=1)[CH2:12][CH3:13], predict the reactants needed to synthesize it. The reactants are: C([O:3][C:4]([C:6]1[N:7]=[C:8]([CH2:14][C:15]2[CH:20]=[CH:19][C:18]([C:21]3[CH:26]=[CH:25][CH:24]=[CH:23][C:22]=3[C:27]3[N:31]([C:32]([C:45]4[CH:50]=[CH:49][CH:48]=[CH:47][CH:46]=4)([C:39]4[CH:44]=[CH:43][CH:42]=[CH:41][CH:40]=4)[C:33]4[CH:38]=[CH:37][CH:36]=[CH:35][CH:34]=4)[N:30]=[N:29][N:28]=3)=[CH:17][CH:16]=2)[N:9]([CH2:11][CH2:12][CH3:13])[CH:10]=1)=[O:5])C.C1COCC1.O.[OH-].[Li+].O. (9) Given the product [NH2:14][C:15]1[N:16]=[CH:17][C:18]([C:2]2[N:3]=[C:4]3[CH:12]=[CH:11][C:10]([F:13])=[CH:9][N:5]3[C:6](=[O:8])[CH:7]=2)=[CH:19][CH:20]=1, predict the reactants needed to synthesize it. The reactants are: Cl[C:2]1[N:3]=[C:4]2[CH:12]=[CH:11][C:10]([F:13])=[CH:9][N:5]2[C:6](=[O:8])[CH:7]=1.[NH2:14][C:15]1[CH:20]=[CH:19][C:18](B2OC(C)(C)C(C)(C)O2)=[CH:17][N:16]=1.C([O-])([O-])=O.[K+].[K+].